Task: Predict which catalyst facilitates the given reaction.. Dataset: Catalyst prediction with 721,799 reactions and 888 catalyst types from USPTO (1) Reactant: Cl.[F:2][CH2:3][C:4]([CH3:7])([NH2:6])[CH3:5].S([O-])([O-])(=O)=O.[Mg+2].C(=O)([O-])[O-].[K+].[K+].[CH:20](=O)[CH2:21][CH2:22][CH2:23][CH2:24][CH3:25]. Product: [F:2][CH2:3][C:4]([CH3:7])([N:6]=[CH:20][CH2:21][CH2:22][CH2:23][CH2:24][CH3:25])[CH3:5]. The catalyst class is: 4. (2) Product: [C:2]([C:5]1[C:10]2[S:11][C:12]([C:15]([NH:17][C:18]3[CH:27]=[CH:26][C:25]4[C:20](=[CH:21][CH:22]=[CH:23][C:24]=4[CH2:28][OH:29])[N:19]=3)=[O:16])=[C:13]([CH3:14])[C:9]=2[C:8]([CH2:30][O:31][CH3:32])=[CH:7][CH:6]=1)(=[O:4])[CH3:3]. The catalyst class is: 5. Reactant: Cl.[C:2]([C:5]1[C:10]2[S:11][C:12]([C:15]([NH:17][C:18]3[CH:27]=[CH:26][C:25]4[C:20](=[CH:21][CH:22]=[CH:23][C:24]=4[CH2:28][OH:29])[N:19]=3)=[O:16])=[C:13]([CH3:14])[C:9]=2[C:8]([CH2:30][O:31][CH3:32])=[CH:7][CH:6]=1)(=[O:4])[CH3:3].C(=O)([O-])[O-].[K+].[K+].C(Cl)(Cl)Cl.O. (3) Reactant: [F:1][C:2]1([F:36])[CH2:5][CH:4]([O:6][C:7]2[CH:12]=[CH:11][N:10]=[C:9]([CH2:13][C:14]([NH:16][C:17]3[N:22]=[N:21][C:20]([CH2:23][CH2:24][C@@H:25]([F:35])[CH2:26][N:27]4[CH:31]=[C:30]([C:32]([OH:34])=O)[N:29]=[N:28]4)=[CH:19][CH:18]=3)=[O:15])[CH:8]=2)[CH2:3]1.[CH3:37][N:38](C(ON1N=NC2C=CC=NC1=2)=[N+](C)C)C.F[P-](F)(F)(F)(F)F.CCN(C(C)C)C(C)C.CN.C1COCC1. Product: [F:36][C:2]1([F:1])[CH2:5][CH:4]([O:6][C:7]2[CH:12]=[CH:11][N:10]=[C:9]([CH2:13][C:14]([NH:16][C:17]3[N:22]=[N:21][C:20]([CH2:23][CH2:24][C@@H:25]([F:35])[CH2:26][N:27]4[CH:31]=[C:30]([C:32]([NH:38][CH3:37])=[O:34])[N:29]=[N:28]4)=[CH:19][CH:18]=3)=[O:15])[CH:8]=2)[CH2:3]1. The catalyst class is: 3. (4) Reactant: [Cl:1][C:2]1[CH:7]=[N:6][C:5]2[N:8]([CH2:11][C:12]3[CH:17]=[CH:16][C:15]([O:18][CH3:19])=[CH:14][CH:13]=3)[N:9]=[CH:10][C:4]=2[C:3]=1O.[H-].[Na+].FC(F)(F)S(N(C1C=CC=CC=1)S(C(F)(F)F)(=O)=O)(=O)=O.[N:44]1([C:50]([O:52][C:53]([CH3:56])([CH3:55])[CH3:54])=[O:51])[CH2:49][CH2:48][NH:47][CH2:46][CH2:45]1.[NH4+].[Cl-]. Product: [Cl:1][C:2]1[C:3]([N:47]2[CH2:46][CH2:45][N:44]([C:50]([O:52][C:53]([CH3:56])([CH3:55])[CH3:54])=[O:51])[CH2:49][CH2:48]2)=[C:4]2[CH:10]=[N:9][N:8]([CH2:11][C:12]3[CH:17]=[CH:16][C:15]([O:18][CH3:19])=[CH:14][CH:13]=3)[C:5]2=[N:6][CH:7]=1. The catalyst class is: 18. (5) Reactant: [CH2:1]([N:8]1[CH2:13][CH2:12][N:11]([C:14]([C:16]2([C:23]3[CH:28]=[CH:27][CH:26]=[CH:25][CH:24]=3)[CH2:21][CH2:20][N:19]([CH3:22])[CH2:18][CH2:17]2)=O)[CH2:10][CH2:9]1)[C:2]1[CH:7]=[CH:6][CH:5]=[CH:4][CH:3]=1.[H-].[H-].[H-].[H-].[Li+].[Al+3]. Product: [CH2:1]([N:8]1[CH2:9][CH2:10][N:11]([CH2:14][C:16]2([C:23]3[CH:28]=[CH:27][CH:26]=[CH:25][CH:24]=3)[CH2:17][CH2:18][N:19]([CH3:22])[CH2:20][CH2:21]2)[CH2:12][CH2:13]1)[C:2]1[CH:3]=[CH:4][CH:5]=[CH:6][CH:7]=1. The catalyst class is: 1. (6) Reactant: [C:1]([C:5]1[CH:24]=[CH:23][CH:22]=[CH:21][C:6]=1[O:7][CH:8]1[CH2:11][N:10]([C:12]([C:14]2[CH:19]=[CH:18][C:17]([OH:20])=[CH:16][CH:15]=2)=[O:13])[CH2:9]1)([CH3:4])([CH3:3])[CH3:2].C(=O)([O-])[O-].[K+].[K+].Br[CH2:32][C:33]([O:35][CH3:36])=[O:34]. Product: [C:1]([C:5]1[CH:24]=[CH:23][CH:22]=[CH:21][C:6]=1[O:7][CH:8]1[CH2:9][N:10]([C:12]([C:14]2[CH:15]=[CH:16][C:17]([O:20][CH2:32][C:33]([O:35][CH3:36])=[O:34])=[CH:18][CH:19]=2)=[O:13])[CH2:11]1)([CH3:4])([CH3:2])[CH3:3]. The catalyst class is: 3.